From a dataset of Peptide-MHC class II binding affinity with 134,281 pairs from IEDB. Regression. Given a peptide amino acid sequence and an MHC pseudo amino acid sequence, predict their binding affinity value. This is MHC class II binding data. The peptide sequence is GELQIVDKIDAAFKK. The MHC is DRB1_0401 with pseudo-sequence DRB1_0401. The binding affinity (normalized) is 0.451.